Dataset: Catalyst prediction with 721,799 reactions and 888 catalyst types from USPTO. Task: Predict which catalyst facilitates the given reaction. (1) Reactant: Cl.[C:2]([NH:7][C:8]1[CH:9]=[C:10]([CH:14]2[CH2:19][CH2:18][N:17](C(OC(C)(C)C)=O)[CH2:16][CH2:15]2)[CH:11]=[CH:12][CH:13]=1)(=[O:6])[CH:3]([CH3:5])[CH3:4]. Product: [CH3:4][CH:3]([CH3:5])[C:2]([NH:7][C:8]1[CH:13]=[CH:12][CH:11]=[C:10]([CH:14]2[CH2:19][CH2:18][NH:17][CH2:16][CH2:15]2)[CH:9]=1)=[O:6]. The catalyst class is: 12. (2) Reactant: [CH2:1]([C:5]1[CH:12]=[CH:11][C:8]([CH:9]=[O:10])=[CH:7][C:6]=1[N+]([O-])=O)[CH:2]([CH3:4])[CH3:3].N([O-])=O.[Na+].[ClH:20]. Product: [Cl:20][C:6]1[CH:7]=[C:8]([CH:11]=[CH:12][C:5]=1[CH2:1][CH:2]([CH3:4])[CH3:3])[CH:9]=[O:10]. The catalyst class is: 6. (3) Reactant: [CH2:1]([O:8][C:9]([NH:11][C@@H:12]([CH:16]1[CH2:21][CH2:20][C:19]([F:23])([F:22])[CH2:18][CH2:17]1)[C:13]([OH:15])=O)=[O:10])[C:2]1[CH:7]=[CH:6][CH:5]=[CH:4][CH:3]=1.ON1C2C=CC=CC=2N=N1.C(N(CC)C(C)C)(C)C.Cl.C(N=C=NCCCN(C)C)C.[O:55]1[C:64]2[C:59](=[CH:60][CH:61]=[CH:62][CH:63]=2)[C@H:58]([NH:65][C:66]([C@@H:68]2[CH2:73][N:72]3[CH2:74][C@H:75]([O:77][CH2:78][CH3:79])[CH2:76][C@H:71]3[CH2:70][NH:69]2)=[O:67])[CH2:57][CH2:56]1. Product: [CH2:1]([O:8][C:9](=[O:10])[NH:11][C@@H:12]([CH:16]1[CH2:21][CH2:20][C:19]([F:23])([F:22])[CH2:18][CH2:17]1)[C:13]([N:69]1[C@H:68]([C:66](=[O:67])[NH:65][C@H:58]2[C:59]3[C:64](=[CH:63][CH:62]=[CH:61][CH:60]=3)[O:55][CH2:56][CH2:57]2)[CH2:73][N:72]2[CH2:74][C@H:75]([O:77][CH2:78][CH3:79])[CH2:76][C@H:71]2[CH2:70]1)=[O:15])[C:2]1[CH:3]=[CH:4][CH:5]=[CH:6][CH:7]=1. The catalyst class is: 288. (4) Reactant: [C:1]([O:5][P:6]([O:13][CH2:14][CH2:15][N:16]1[CH2:21][CH2:20][N:19](C(OCC2C=CC=CC=2)=O)[CH2:18][CH2:17]1)([O:8][C:9]([CH3:12])([CH3:11])[CH3:10])=[O:7])([CH3:4])([CH3:3])[CH3:2]. Product: [P:6]([O:13][CH2:14][CH2:15][N:16]1[CH2:17][CH2:18][NH:19][CH2:20][CH2:21]1)([O:5][C:1]([CH3:4])([CH3:3])[CH3:2])([O:8][C:9]([CH3:10])([CH3:11])[CH3:12])=[O:7]. The catalyst class is: 19. (5) Reactant: [OH:1][C:2]1[CH:3]=[C:4]([CH:7]=[CH:8][CH:9]=1)[CH:5]=[O:6].[Br:10]Br. Product: [Br:10][C:7]1[C:4]([CH:5]=[O:6])=[CH:3][C:2]([OH:1])=[CH:9][CH:8]=1. The catalyst class is: 2. (6) Reactant: [CH3:1][C:2]([CH3:19])([CH2:7]OS(C1C=CC(C)=CC=1)(=O)=O)[C:3]([O:5][CH3:6])=[O:4].[C:20]1([OH:26])[CH:25]=[CH:24][CH:23]=[CH:22][CH:21]=1.C(=O)([O-])[O-].[K+].[K+].CN(C)C(=O)C. Product: [CH3:1][C:2]([CH3:19])([CH2:7][O:26][C:20]1[CH:25]=[CH:24][CH:23]=[CH:22][CH:21]=1)[C:3]([O:5][CH3:6])=[O:4]. The catalyst class is: 84.